From a dataset of NCI-60 drug combinations with 297,098 pairs across 59 cell lines. Regression. Given two drug SMILES strings and cell line genomic features, predict the synergy score measuring deviation from expected non-interaction effect. Drug 1: CC1CC2C3CCC4=CC(=O)C=CC4(C3(C(CC2(C1(C(=O)CO)O)C)O)F)C. Drug 2: CC1CC(C(C(C=C(C(C(C=CC=C(C(=O)NC2=CC(=O)C(=C(C1)C2=O)OC)C)OC)OC(=O)N)C)C)O)OC. Cell line: HT29. Synergy scores: CSS=51.0, Synergy_ZIP=0.909, Synergy_Bliss=-2.71, Synergy_Loewe=-21.6, Synergy_HSA=-2.88.